This data is from Reaction yield outcomes from USPTO patents with 853,638 reactions. The task is: Predict the reaction yield, written as a fraction of the theoretical maximum amount of product (1.0 means a 100% yield; for example, 0.34 means a 34% yield). (1) The catalyst is O. The product is [F:1][C:2]1[CH:3]=[C:4]([C@@H:8]([NH:10][C:24]([C@H:23]2[CH2:21][C@@H:22]2[C:41]2[CH:46]=[CH:45][CH:44]=[CH:43][CH:42]=2)=[O:20])[CH3:9])[CH:5]=[CH:6][CH:7]=1. The yield is 0.240. The reactants are [F:1][C:2]1[CH:3]=[C:4]([C@@H:8]([NH2:10])[CH3:9])[CH:5]=[CH:6][CH:7]=1.C(N(CC)C(C)C)(C)C.[O:20]1[CH2:24][CH2:23][CH2:22][CH2:21]1.Cl.CN(C)CCCN=C=NCC.ON1[C:42]2[CH:43]=[CH:44][CH:45]=[CH:46][C:41]=2N=N1. (2) The reactants are Br[C:2]1[CH:11]=[CH:10][CH:9]=[C:8]2[C:3]=1[C:4](=[O:19])[CH:5]=[CH:6][N:7]2[CH:12]([CH2:16][CH2:17][CH3:18])[CH2:13][CH2:14][CH3:15].[CH3:20][C:21]1[CH:26]=[C:25]([CH3:27])[CH:24]=[CH:23][C:22]=1B(O)O.C(=O)([O-])[O-].[K+].[K+].O. The catalyst is C1C=CC([P]([Pd]([P](C2C=CC=CC=2)(C2C=CC=CC=2)C2C=CC=CC=2)([P](C2C=CC=CC=2)(C2C=CC=CC=2)C2C=CC=CC=2)[P](C2C=CC=CC=2)(C2C=CC=CC=2)C2C=CC=CC=2)(C2C=CC=CC=2)C2C=CC=CC=2)=CC=1.O1CCOCC1. The product is [CH3:20][C:21]1[CH:26]=[C:25]([CH3:27])[CH:24]=[CH:23][C:22]=1[C:2]1[CH:11]=[CH:10][CH:9]=[C:8]2[C:3]=1[C:4](=[O:19])[CH:5]=[CH:6][N:7]2[CH:12]([CH2:16][CH2:17][CH3:18])[CH2:13][CH2:14][CH3:15]. The yield is 0.850.